Dataset: Reaction yield outcomes from USPTO patents with 853,638 reactions. Task: Predict the reaction yield, written as a fraction of the theoretical maximum amount of product (1.0 means a 100% yield; for example, 0.34 means a 34% yield). (1) The reactants are [F:1][C:2]1[CH:3]=[C:4]([NH:21][C:22]([C:24]2[C:25](=[O:45])[N:26]([C:39]3[CH:44]=[CH:43][CH:42]=[CH:41][CH:40]=3)[N:27]([CH2:30][C@H:31]([O:33][C:34](=[O:38])[C@@H:35]([NH2:37])[CH3:36])[CH3:32])[C:28]=2[CH3:29])=[O:23])[CH:5]=[CH:6][C:7]=1[O:8][C:9]1[C:18]2[C:13](=[CH:14][C:15]([O:19][CH3:20])=[CH:16][CH:17]=2)[N:12]=[CH:11][CH:10]=1.CO.[C:48]([OH:55])(=[O:54])/[CH:49]=[CH:50]\[C:51]([OH:53])=[O:52]. The catalyst is CCOC(C)=O. The product is [C:48]([OH:55])(=[O:54])/[CH:49]=[CH:50]\[C:51]([OH:53])=[O:52].[F:1][C:2]1[CH:3]=[C:4]([NH:21][C:22]([C:24]2[C:25](=[O:45])[N:26]([C:39]3[CH:40]=[CH:41][CH:42]=[CH:43][CH:44]=3)[N:27]([CH2:30][C@H:31]([O:33][C:34](=[O:38])[C@@H:35]([NH2:37])[CH3:36])[CH3:32])[C:28]=2[CH3:29])=[O:23])[CH:5]=[CH:6][C:7]=1[O:8][C:9]1[C:18]2[C:13](=[CH:14][C:15]([O:19][CH3:20])=[CH:16][CH:17]=2)[N:12]=[CH:11][CH:10]=1. The yield is 0.856. (2) The reactants are [F:1][C:2]1[C:3]([NH:17][C:18]([NH:20][CH2:21][CH2:22][CH3:23])=[S:19])=[N:4][C:5]([O:8][CH2:9][C:10]2[CH:15]=[CH:14][C:13]([CH3:16])=[CH:12][CH:11]=2)=[N:6][CH:7]=1.[C:24](=O)([O-])[O-].[K+].[K+].[CH3:30][C:31]#N. The catalyst is O. The product is [F:1][C:2]1[C:3]([NH:17][C:18](=[N:20][CH2:21][CH2:22][CH3:23])[S:19][CH2:24][CH2:31][CH3:30])=[N:4][C:5]([O:8][CH2:9][C:10]2[CH:11]=[CH:12][C:13]([CH3:16])=[CH:14][CH:15]=2)=[N:6][CH:7]=1. The yield is 0.630. (3) The product is [N:13]1[C:15]([CH:16]=[O:17])=[CH:18][N:8]2[CH2:12][CH2:11][CH2:10][C:9]=12. The catalyst is C(Cl)(Cl)Cl.C(N(CC)CC)C. The reactants are C[O-].[Na+].CCO.Cl.[N:8]1[CH2:12][CH2:11][CH2:10][C:9]=1[NH2:13].Br[C:15](=[CH:18]OCCC)[CH:16]=[O:17]. The yield is 0.410.